This data is from Reaction yield outcomes from USPTO patents with 853,638 reactions. The task is: Predict the reaction yield, written as a fraction of the theoretical maximum amount of product (1.0 means a 100% yield; for example, 0.34 means a 34% yield). (1) The reactants are [CH3:1][O:2][C:3]1[CH:9]=[CH:8][C:6]([NH2:7])=[CH:5][CH:4]=1.[N:10]([O-])=O.[Na+].C([O-])(=O)C.[Na+].[C:19]([CH2:22][C:23](=[O:25])[CH3:24])(=[O:21])[CH3:20]. The catalyst is C(O)(=O)C.Cl.O.C(O)C. The product is [CH3:1][O:2][C:3]1[CH:9]=[CH:8][C:6]([NH:7][N:10]=[C:22]([C:23](=[O:25])[CH3:24])[C:19](=[O:21])[CH3:20])=[CH:5][CH:4]=1. The yield is 0.500. (2) The reactants are [Br:1][C:2]1[CH:9]=[CH:8][C:5]([C:6]#[N:7])=[CH:4][CH:3]=1.[N+:10]([O-])([OH:12])=[O:11]. The catalyst is OS(O)(=O)=O. The product is [Br:1][C:2]1[CH:9]=[CH:8][C:5]([C:6]#[N:7])=[CH:4][C:3]=1[N+:10]([O-:12])=[O:11]. The yield is 0.560. (3) The reactants are ClC1C=CC(/C=[N:7]/[CH:8]([CH3:16])[C:9]([O:11][C:12]([CH3:15])([CH3:14])[CH3:13])=[O:10])=CC=1.[OH-].[Cs+].Br[CH:22]1[CH2:27][CH2:26][CH2:25][CH:24]=[CH:23]1. The catalyst is C1(C)C=CC=CC=1. The product is [NH2:7][C:8]([CH:22]1[CH2:27][CH2:26][CH2:25][CH:24]=[CH:23]1)([CH3:16])[C:9]([O:11][C:12]([CH3:15])([CH3:14])[CH3:13])=[O:10]. The yield is 0.570. (4) The reactants are [CH3:1][O:2][C:3]1[CH:4]=[C:5]([CH:24]=[CH:25][C:26]=1[O:27][CH3:28])[CH2:6][CH2:7][C:8]1[S:9][C:10]2[N:11]=[C:12]([NH2:23])[N:13]=[C:14]([N:17]3[CH2:22][CH2:21][NH:20][CH2:19][CH2:18]3)[C:15]=2[N:16]=1.[Br:29][C:30]1[CH:40]=[CH:39][C:33]([O:34][CH2:35][C:36](O)=[O:37])=[CH:32][CH:31]=1. No catalyst specified. The product is [NH2:23][C:12]1[N:13]=[C:14]([N:17]2[CH2:18][CH2:19][N:20]([C:36](=[O:37])[CH2:35][O:34][C:33]3[CH:39]=[CH:40][C:30]([Br:29])=[CH:31][CH:32]=3)[CH2:21][CH2:22]2)[C:15]2[N:16]=[C:8]([CH2:7][CH2:6][C:5]3[CH:24]=[CH:25][C:26]([O:27][CH3:28])=[C:3]([O:2][CH3:1])[CH:4]=3)[S:9][C:10]=2[N:11]=1. The yield is 0.740. (5) The reactants are [Cl:1][C:2]1[N:10]=[C:9]2[C:5]([N:6]=[CH:7][N:8]2[CH2:11][CH2:12][CH3:13])=[C:4](Cl)[N:3]=1.[CH2:15]([NH2:22])[C:16]1[CH:21]=[CH:20][CH:19]=[CH:18][CH:17]=1.C(N(CC)CC)C. The catalyst is CCCCO. The product is [CH2:15]([NH:22][C:4]1[N:3]=[C:2]([Cl:1])[N:10]=[C:9]2[C:5]=1[N:6]=[CH:7][N:8]2[CH2:11][CH2:12][CH3:13])[C:16]1[CH:21]=[CH:20][CH:19]=[CH:18][CH:17]=1. The yield is 0.810. (6) The reactants are Br[C:2]1[CH:3]=[C:4]([O:8][CH:9]([CH3:11])[CH3:10])[CH:5]=[N:6][CH:7]=1.[CH3:12][C@@H:13]([OH:17])[CH2:14][CH:15]=[CH2:16].C(N(CC)CC)C.C(#N)C. The catalyst is O.C([O-])(=O)C.[Pd+2].C([O-])(=O)C.C1(C)C=CC=CC=1P(C1C=CC=CC=1C)C1C=CC=CC=1C. The product is [CH:9]([O:8][C:4]1[CH:3]=[C:2](/[CH:16]=[CH:15]/[CH2:14][C@H:13]([OH:17])[CH3:12])[CH:7]=[N:6][CH:5]=1)([CH3:11])[CH3:10]. The yield is 0.850.